Dataset: Forward reaction prediction with 1.9M reactions from USPTO patents (1976-2016). Task: Predict the product of the given reaction. (1) Given the reactants Br[CH2:2][C:3]([C:5]1[N:9]2[CH:10]=[CH:11][N:12]=[CH:13][C:8]2=[N:7][CH:6]=1)=O.BrCC(C1N2C=CC=NC2=NC=1)=O.[CH3:27][O:28][C:29]1[CH:34]=[CH:33][CH:32]=[CH:31][C:30]=1[NH:35][C:36]([NH2:38])=[S:37], predict the reaction product. The product is: [N:7]1[CH:6]=[C:5]([C:3]2[N:38]=[C:36]([NH:35][C:30]3[CH:31]=[CH:32][CH:33]=[CH:34][C:29]=3[O:28][CH3:27])[S:37][CH:2]=2)[N:9]2[CH:10]=[CH:11][N:12]=[CH:13][C:8]=12. (2) Given the reactants FC(F)(F)C(O)=O.[Cl:8][C:9]1[CH:14]=[C:13]([Cl:15])[CH:12]=[CH:11][C:10]=1[C:16]1[N:21]=[C:20]([NH:22][CH2:23][CH2:24][NH2:25])[N:19]2[CH:26]=[CH:27][N:28]=[C:18]2[CH:17]=1.Cl[C:30]1[CH:37]=[CH:36][C:33]([C:34]#[N:35])=[CH:32][N:31]=1.CCN(C(C)C)C(C)C, predict the reaction product. The product is: [Cl:8][C:9]1[CH:14]=[C:13]([Cl:15])[CH:12]=[CH:11][C:10]=1[C:16]1[N:21]=[C:20]([NH:22][CH2:23][CH2:24][NH:25][C:30]2[CH:37]=[CH:36][C:33]([C:34]#[N:35])=[CH:32][N:31]=2)[N:19]2[CH:26]=[CH:27][N:28]=[C:18]2[CH:17]=1. (3) Given the reactants [Cl:1][C:2]1[C:6]([NH:7][C:8](=O)[CH:9]([S:11][CH2:12][CH3:13])[CH3:10])=[CH:5][N:4]([C:15]2[CH:16]=[N:17][CH:18]=[CH:19][CH:20]=2)[N:3]=1.COC1C=CC(P2(SP(C3C=CC(OC)=CC=3)(=S)S2)=[S:30])=CC=1.C(=O)([O-])O.[Na+], predict the reaction product. The product is: [Cl:1][C:2]1[C:6]([NH:7][C:8](=[S:30])[CH:9]([S:11][CH2:12][CH3:13])[CH3:10])=[CH:5][N:4]([C:15]2[CH:16]=[N:17][CH:18]=[CH:19][CH:20]=2)[N:3]=1. (4) Given the reactants [C:1]([C:3]1[C:8]([F:9])=[CH:7][CH:6]=[CH:5][C:4]=1[S:10](Cl)(=[O:12])=[O:11])#[N:2].[CH:14]1([CH2:17][NH2:18])[CH2:16][CH2:15]1.O.Cl, predict the reaction product. The product is: [F:9][C:8]1[C:3]2[C:1](=[NH:2])[N:18]([CH2:17][CH:14]3[CH2:16][CH2:15]3)[S:10](=[O:11])(=[O:12])[C:4]=2[CH:5]=[CH:6][CH:7]=1. (5) Given the reactants [C:1]([C:3]1[C:4]([C:18]([F:21])([F:20])[F:19])=[C:5]2[C:9](=[CH:10][CH:11]=1)[N:8]([CH:12]([CH3:17])[C:13]([O:15]C)=[O:14])[CH:7]=[CH:6]2)#[N:2].[OH-].[Na+], predict the reaction product. The product is: [C:1]([C:3]1[C:4]([C:18]([F:21])([F:20])[F:19])=[C:5]2[C:9](=[CH:10][CH:11]=1)[N:8]([CH:12]([CH3:17])[C:13]([OH:15])=[O:14])[CH:7]=[CH:6]2)#[N:2]. (6) Given the reactants [NH2:1][C:2]1[CH:10]=[CH:9][C:5]([C:6]([OH:8])=[O:7])=[CH:4][C:3]=1[NH:11][C:12]([NH:14][C:15](=[O:24])[C:16]1[CH:21]=[CH:20][C:19]([F:22])=[CH:18][C:17]=1[Cl:23])=[O:13].N1C=CC=CC=1.Cl[C:32]([O:34][CH3:35])=[O:33].O, predict the reaction product. The product is: [Cl:23][C:17]1[CH:18]=[C:19]([F:22])[CH:20]=[CH:21][C:16]=1[C:15]([NH:14][C:12](=[O:13])[NH:11][C:3]1[CH:4]=[C:5]([CH:9]=[CH:10][C:2]=1[NH:1][C:32]([O:34][CH3:35])=[O:33])[C:6]([OH:8])=[O:7])=[O:24]. (7) Given the reactants [OH:1][C:2]1[CH:11]=[C:10]2[C:5]([C:6]([C:17]3[CH:21]=[CH:20][S:19][CH:18]=3)=[CH:7][C:8]([C:12]([O:14]CC)=[O:13])=[CH:9]2)=[CH:4][CH:3]=1.[Cl:22][C:23]1[C:30]([Cl:31])=[CH:29][CH:28]=[C:27]([Cl:32])[C:24]=1[CH2:25]Br.C(=O)([O-])[O-].[K+].[K+], predict the reaction product. The product is: [S:19]1[CH:20]=[CH:21][C:17]([C:6]2[C:5]3[C:10](=[CH:11][C:2]([O:1][CH2:25][C:24]4[C:27]([Cl:32])=[CH:28][CH:29]=[C:30]([Cl:31])[C:23]=4[Cl:22])=[CH:3][CH:4]=3)[CH:9]=[C:8]([C:12]([OH:14])=[O:13])[CH:7]=2)=[CH:18]1. (8) Given the reactants [CH3:1][S:2]([C:5]1[CH:10]=[CH:9][C:8]([C:11]2[CH:16]=[CH:15][CH:14]=[C:13]([C:17](OC)=[O:18])[CH:12]=2)=[CH:7][CH:6]=1)(=[O:4])=[O:3].[H-].[Al+3].[Li+].[H-].[H-].[H-], predict the reaction product. The product is: [CH3:1][S:2]([C:5]1[CH:6]=[CH:7][C:8]([C:11]2[CH:16]=[CH:15][CH:14]=[C:13]([CH2:17][OH:18])[CH:12]=2)=[CH:9][CH:10]=1)(=[O:3])=[O:4].